From a dataset of Full USPTO retrosynthesis dataset with 1.9M reactions from patents (1976-2016). Predict the reactants needed to synthesize the given product. (1) Given the product [F:1][C:2]1[CH:3]=[C:4]2[C:8](=[CH:9][CH:10]=1)[N:7]([CH3:14])[CH:6]=[C:5]2[CH:11]=[O:12], predict the reactants needed to synthesize it. The reactants are: [F:1][C:2]1[CH:3]=[C:4]2[C:8](=[CH:9][CH:10]=1)[NH:7][CH:6]=[C:5]2[CH:11]=[O:12].N1C2C(=CC=CC=2)C=[C:14]1C(OCC)=O. (2) Given the product [N:1]1([CH2:7]/[CH:8]=[CH:9]/[C:10]([OH:12])=[O:11])[CH2:6][CH2:5][CH2:4][CH2:3][CH2:2]1, predict the reactants needed to synthesize it. The reactants are: [N:1]1([CH2:7]/[CH:8]=[CH:9]/[C:10]([O:12]C)=[O:11])[CH2:6][CH2:5][CH2:4][CH2:3][CH2:2]1.Cl. (3) The reactants are: [CH2:1]([O:8][C:9]1[CH:10]=[C:11]2[C:15](=[CH:16][CH:17]=1)[NH:14][CH:13]=[CH:12]2)[C:2]1[CH:7]=[CH:6][CH:5]=[CH:4][CH:3]=1.[BH3-]C#N.[Na+].O.[OH-].[K+]. Given the product [CH2:1]([O:8][C:9]1[CH:10]=[C:11]2[C:15](=[CH:16][CH:17]=1)[NH:14][CH2:13][CH2:12]2)[C:2]1[CH:3]=[CH:4][CH:5]=[CH:6][CH:7]=1, predict the reactants needed to synthesize it. (4) The reactants are: [NH2:1][C:2]1[S:6][N:5]=[C:4](/[C:7](=[N:38]/[O:39][C:40]([C:43]([O:45]C(C)(C)C)=[O:44])([CH3:42])[CH3:41])/[C:8]([NH:10][C@@H:11]2[C:36](=[O:37])[N:13]3[C:14]([C:20]([O:22]C(C4C=CC=CC=4)C4C=CC=CC=4)=[O:21])=[C:15]([CH2:18]I)[CH2:16][S:17][C@H:12]23)=[O:9])[N:3]=1.C[Si](C)(C)NC(=O)C.[CH3:58][N:59]1[C:63]([NH:64]C(C2C=CC=CC=2)(C2C=CC=CC=2)C2C=CC=CC=2)=[C:62]([NH:84][C:85]2[C:88](=[O:89])[C:87](=[O:90])[C:86]=2[NH:91][CH2:92][CH2:93][NH:94]C(=O)OC(C)(C)C)[CH:61]=[N:60]1.C(OCC)(=O)C. Given the product [NH2:64][C:63]1[N:59]([CH3:58])[N+:60]([CH2:18][C:15]2[CH2:16][S:17][C@@H:12]3[C@H:11]([NH:10][C:8](=[O:9])/[C:7](/[C:4]4[N:3]=[C:2]([NH2:1])[S:6][N:5]=4)=[N:38]\[O:39][C:40]([C:43]([OH:45])=[O:44])([CH3:41])[CH3:42])[C:36](=[O:37])[N:13]3[C:14]=2[C:20]([O-:22])=[O:21])=[CH:61][C:62]=1[NH:84][C:85]1[C:88](=[O:89])[C:87](=[O:90])[C:86]=1[NH:91][CH2:92][CH2:93][NH2:94], predict the reactants needed to synthesize it. (5) The reactants are: COC1C(OC)=CC=CC=1C1[NH:15][N:14]=[C:13]([O:16][CH2:17][C:18]2[CH:23]=[CH:22][CH:21]=[CH:20][C:19]=2[F:24])[CH:12]=1.[CH2:25]([O:32][C:33]1[CH:34]=[CH:35][C:36]([O:42][CH:43]([CH3:45])[CH3:44])=[C:37]([CH:41]=1)[C:38](O)=O)[C:26]1[CH:31]=[CH:30][CH:29]=[CH:28][CH:27]=1. Given the product [CH2:25]([O:32][C:33]1[CH:34]=[CH:35][C:36]([O:42][CH:43]([CH3:45])[CH3:44])=[C:37]([C:38]2[NH:15][N:14]=[C:13]([O:16][CH2:17][C:18]3[CH:23]=[CH:22][CH:21]=[CH:20][C:19]=3[F:24])[CH:12]=2)[CH:41]=1)[C:26]1[CH:31]=[CH:30][CH:29]=[CH:28][CH:27]=1, predict the reactants needed to synthesize it. (6) Given the product [C:13]1([C:8]23[CH2:7][CH2:6][C:5]([CH2:4][C:3]([O:2][CH3:1])=[O:20])([CH2:12][CH2:11]2)[CH2:10][CH2:9]3)[CH:18]=[CH:17][CH:16]=[CH:15][CH:14]=1, predict the reactants needed to synthesize it. The reactants are: [CH3:1][O:2][CH:3]=[CH:4][C:5]12[CH2:12][CH2:11][C:8]([C:13]3[CH:18]=[CH:17][CH:16]=[CH:15][CH:14]=3)([CH2:9][CH2:10]1)[CH2:7][CH2:6]2.[Cr](Cl)([O-])(=O)=[O:20].[NH+]1C=CC=CC=1. (7) Given the product [CH3:1][C:2]1[C:7]([NH:8][C:9]([C:11]2[S:15][C:14]([NH:16][C:17]3[CH:18]=[C:19]([N:24]4[CH2:29][CH2:28][N:27]([CH2:30][CH2:31][OH:32])[CH2:26][CH2:25]4)[N:20]=[C:21]([CH3:23])[N:22]=3)=[N:13][CH:12]=2)=[O:10])=[C:6]([Cl:33])[CH:5]=[CH:4][CH:3]=1.[C:34]([O-:42])(=[O:41])[CH2:35][CH2:36][CH2:37][C:38]([O-:40])=[O:39], predict the reactants needed to synthesize it. The reactants are: [CH3:1][C:2]1[C:7]([NH:8][C:9]([C:11]2[S:15][C:14]([NH:16][C:17]3[CH:18]=[C:19]([N:24]4[CH2:29][CH2:28][N:27]([CH2:30][CH2:31][OH:32])[CH2:26][CH2:25]4)[N:20]=[C:21]([CH3:23])[N:22]=3)=[N:13][CH:12]=2)=[O:10])=[C:6]([Cl:33])[CH:5]=[CH:4][CH:3]=1.[C:34]([OH:42])(=[O:41])[CH2:35][CH2:36][CH2:37][C:38]([OH:40])=[O:39].